This data is from Reaction yield outcomes from USPTO patents with 853,638 reactions. The task is: Predict the reaction yield, written as a fraction of the theoretical maximum amount of product (1.0 means a 100% yield; for example, 0.34 means a 34% yield). (1) The reactants are [Br:1][C:2]1[CH:7]=[CH:6][C:5]([C:8]2[N:12]=[C:11](Cl)[S:10][N:9]=2)=[CH:4][CH:3]=1.[NH2:14][C:15]([CH3:19])([CH3:18])[CH2:16][OH:17]. The catalyst is C(OCC)(=O)C. The product is [Br:1][C:2]1[CH:7]=[CH:6][C:5]([C:8]2[N:12]=[C:11]([NH:14][C:15]([CH3:19])([CH3:18])[CH2:16][OH:17])[S:10][N:9]=2)=[CH:4][CH:3]=1. The yield is 0.350. (2) The reactants are [C:1]1([N:13]2[CH2:17][CH2:16][CH:15]([NH:18]C(=O)OC(C)(C)C)[CH2:14]2)[N:5]2[C:6]3[CH:12]=[CH:11][NH:10][C:7]=3[N:8]=[CH:9][C:4]2=[CH:3][N:2]=1.Cl.CCN(C(C)C)C(C)C.[CH:36]1([S:39](Cl)(=[O:41])=[O:40])[CH2:38][CH2:37]1.C([O-])(O)=O.[Na+]. The catalyst is C(Cl)Cl. The product is [C:1]1([N:13]2[CH2:17][CH2:16][CH:15]([NH:18][S:39]([CH:36]3[CH2:38][CH2:37]3)(=[O:41])=[O:40])[CH2:14]2)[N:5]2[C:6]3[CH:12]=[CH:11][NH:10][C:7]=3[N:8]=[CH:9][C:4]2=[CH:3][N:2]=1. The yield is 0.700. (3) The reactants are C1(C(C2C=CC=CC=2)[N:8]2[CH2:11][CH:10]([N:12]3[CH2:17][CH2:16][O:15][CH2:14][C@H:13]3[CH2:18][OH:19])[CH2:9]2)C=CC=CC=1.C(O)(=O)C. The catalyst is C(O)C.[OH-].[Pd+2].[OH-]. The product is [NH:8]1[CH2:9][CH:10]([N:12]2[CH2:17][CH2:16][O:15][CH2:14][C@H:13]2[CH2:18][OH:19])[CH2:11]1. The yield is 0.660. (4) The reactants are OS(O)(=O)=O.[CH3:6][C:7](O)([CH3:11])[CH2:8][CH2:9][OH:10].[C:13](#[N:15])[CH3:14]. No catalyst specified. The product is [CH3:14][C:13]1[O:10][CH2:9][CH2:8][C:7]([CH3:11])([CH3:6])[N:15]=1. The yield is 0.500. (5) The reactants are [N:1]1[C:9]2[C:4](=[N:5][CH:6]=[CH:7][CH:8]=2)[N:3]([CH2:10][C:11]([OH:13])=O)[CH:2]=1.[F:14][C:15]1[CH:20]=[CH:19][C:18]([N:21]2[C:29]3[CH2:28][CH2:27][CH2:26][NH:25][C:24]=3[CH:23]=[N:22]2)=[CH:17][CH:16]=1.C(N(CC)CC)C.CN(C(ON1N=NC2C=CC=NC1=2)=[N+](C)C)C.F[P-](F)(F)(F)(F)F. The catalyst is CN(C=O)C.C(=O)(O)[O-].[Na+]. The product is [F:14][C:15]1[CH:16]=[CH:17][C:18]([N:21]2[C:29]3[CH2:28][CH2:27][CH2:26][N:25]([C:11](=[O:13])[CH2:10][N:3]4[C:4]5=[N:5][CH:6]=[CH:7][CH:8]=[C:9]5[N:1]=[CH:2]4)[C:24]=3[CH:23]=[N:22]2)=[CH:19][CH:20]=1. The yield is 0.300. (6) The reactants are [C:1]1([S:7]([C:10]2[CH:11]=[C:12]3[C:17](=[CH:18][CH:19]=2)[N:16]=[CH:15][CH:14]=[C:13]3[Cl:20])(=[O:9])=[O:8])[CH:6]=[CH:5][CH:4]=[CH:3][CH:2]=1.[NH:21]1[CH2:26][CH2:25][NH:24][CH2:23][CH2:22]1. The catalyst is C(#N)C. The product is [ClH:20].[C:1]1([S:7]([C:10]2[CH:11]=[C:12]3[C:17](=[CH:18][CH:19]=2)[N:16]=[CH:15][CH:14]=[C:13]3[N:21]2[CH2:26][CH2:25][NH:24][CH2:23][CH2:22]2)(=[O:9])=[O:8])[CH:6]=[CH:5][CH:4]=[CH:3][CH:2]=1. The yield is 0.770. (7) The catalyst is C1COCC1. The reactants are [C:1](=[O:8])([O:5][CH2:6][CH3:7])OCC.[H-].[Na+].[F:11][C:12]1[CH:17]=[CH:16][C:15]([C:18](=[O:20])[CH3:19])=[CH:14][CH:13]=1.C(O)(=O)C. The yield is 1.00. The product is [F:11][C:12]1[CH:17]=[CH:16][C:15]([C:18](=[O:20])[CH2:19][C:1]([O:5][CH2:6][CH3:7])=[O:8])=[CH:14][CH:13]=1.